This data is from Peptide-MHC class I binding affinity with 185,985 pairs from IEDB/IMGT. The task is: Regression. Given a peptide amino acid sequence and an MHC pseudo amino acid sequence, predict their binding affinity value. This is MHC class I binding data. The peptide sequence is RLRDAVAQL. The MHC is HLA-B35:01 with pseudo-sequence HLA-B35:01. The binding affinity (normalized) is 0.0847.